This data is from Full USPTO retrosynthesis dataset with 1.9M reactions from patents (1976-2016). The task is: Predict the reactants needed to synthesize the given product. (1) Given the product [C:1]([O:4][C@H:5]1[CH2:9][C@H:8]([N:10]2[C:14]3[N:15]=[CH:16][N:17]=[C:18]([NH:19][C@@H:20]4[C:28]5[C:23](=[CH:24][CH:25]=[CH:26][CH:27]=5)[CH2:22][CH2:21]4)[C:13]=3[CH:12]=[CH:11]2)[CH2:7][C@H:6]1[CH2:29][OH:30])(=[O:3])[CH3:2], predict the reactants needed to synthesize it. The reactants are: [C:1]([O:4][C@H:5]1[CH2:9][C@H:8]([N:10]2[C:14]3[N:15]=[CH:16][N:17]=[C:18]([NH:19][C@@H:20]4[C:28]5[C:23](=[CH:24][CH:25]=[CH:26][CH:27]=5)[CH2:22][CH2:21]4)[C:13]=3[CH:12]=[CH:11]2)[CH2:7][C@H:6]1[CH2:29][O:30][Si](C(C)(C)C)(C)C)(=[O:3])[CH3:2].N1C=CC=CC=1.F.N1C=CC=CC=1.C(=O)(O)[O-].[Na+]. (2) Given the product [Cl:11][C:12]1[CH:17]=[CH:16][C:15]([S:18]([NH:7][C:6]2[CH:8]=[C:2]([Cl:1])[CH:3]=[CH:4][C:5]=2[S:9][CH3:10])(=[O:19])=[O:20])=[C:14]([F:22])[CH:13]=1, predict the reactants needed to synthesize it. The reactants are: [Cl:1][C:2]1[CH:3]=[CH:4][C:5]([S:9][CH3:10])=[C:6]([CH:8]=1)[NH2:7].[Cl:11][C:12]1[CH:17]=[CH:16][C:15]([S:18](Cl)(=[O:20])=[O:19])=[C:14]([F:22])[CH:13]=1. (3) Given the product [CH2:34]([C@H:10]1[CH2:9][NH:8][CH2:12][C@@H:11]1[CH2:13][N:14]([CH:31]([CH3:33])[CH3:32])[C:15]([C:17]1[CH:25]=[C:24]2[C:20]([CH:21]=[CH:22][N:23]2[CH2:26][CH2:27][CH2:28][O:29][CH3:30])=[CH:19][CH:18]=1)=[O:16])[C:35]1[CH:40]=[CH:39][CH:38]=[CH:37][CH:36]=1, predict the reactants needed to synthesize it. The reactants are: C(OC([N:8]1[CH2:12][C@H:11]([CH2:13][N:14]([CH:31]([CH3:33])[CH3:32])[C:15]([C:17]2[CH:25]=[C:24]3[C:20]([CH:21]=[CH:22][N:23]3[CH2:26][CH2:27][CH2:28][O:29][CH3:30])=[CH:19][CH:18]=2)=[O:16])[C@@H:10]([CH2:34][C:35]2[CH:40]=[CH:39][CH:38]=[CH:37][CH:36]=2)[CH2:9]1)=O)(C)(C)C.C(O)(C(F)(F)F)=O.C([O-])(O)=O.[Na+]. (4) The reactants are: [I:1][C:2]1[C:7]([NH2:8])=[CH:6][N:5]=[C:4]([CH:9]([CH3:11])[CH3:10])[N:3]=1.[F:12][C:13]([F:24])([F:23])[C:14](O[C:14](=[O:15])[C:13]([F:24])([F:23])[F:12])=[O:15]. Given the product [F:12][C:13]([F:24])([F:23])[C:14]([NH:8][C:7]1[C:2]([I:1])=[N:3][C:4]([CH:9]([CH3:11])[CH3:10])=[N:5][CH:6]=1)=[O:15], predict the reactants needed to synthesize it. (5) Given the product [CH2:48]([N:52]1[N:56]=[C:55]([CH3:57])[S:54]/[C:53]/1=[CH:58]\[C:6]([C:5]1[CH:9]=[CH:10][CH:11]=[C:3]([C:2]([F:1])([F:13])[F:12])[CH:4]=1)=[O:8])[CH2:49][CH2:50][CH3:51], predict the reactants needed to synthesize it. The reactants are: [F:1][C:2]([F:13])([F:12])[C:3]1[CH:4]=[C:5]([CH:9]=[CH:10][CH:11]=1)[C:6]([OH:8])=O.CN(C(ON1N=NC2C=CC=NC1=2)=[N+](C)C)C.F[P-](F)(F)(F)(F)F.CCN(C(C)C)C(C)C.[I-].[CH2:48]([N+:52]1[N:56]=[C:55]([CH3:57])[S:54][C:53]=1[CH3:58])[CH2:49][CH2:50][CH3:51]. (6) Given the product [CH3:31][O:30][C:28](=[O:29])[C:23]1[CH:24]=[CH:25][CH:26]=[CH:27][C:22]=1[C:21]([N:18]1[CH2:17][CH2:16][NH:15][CH2:20][CH2:19]1)=[O:32], predict the reactants needed to synthesize it. The reactants are: C(O)(C(F)(F)F)=O.C(OC([N:15]1[CH2:20][CH2:19][N:18]([C:21](=[O:32])[C:22]2[CH:27]=[CH:26][CH:25]=[CH:24][C:23]=2[C:28]([O:30][CH3:31])=[O:29])[CH2:17][CH2:16]1)=O)(C)(C)C.CCN(C(C)C)C(C)C. (7) Given the product [CH3:1][O:2][C:3](=[O:15])[CH:4]([O:22][CH:16]1[CH2:21][CH2:20][CH2:19][CH2:18][CH2:17]1)[C:5]1[CH:10]=[CH:9][C:8]([Cl:11])=[C:7]([Cl:12])[CH:6]=1, predict the reactants needed to synthesize it. The reactants are: [CH3:1][O:2][C:3](=[O:15])[C:4](=[N+]=[N-])[C:5]1[CH:10]=[CH:9][C:8]([Cl:11])=[C:7]([Cl:12])[CH:6]=1.[CH:16]1([OH:22])[CH2:21][CH2:20][CH2:19][CH2:18][CH2:17]1.O.